This data is from Full USPTO retrosynthesis dataset with 1.9M reactions from patents (1976-2016). The task is: Predict the reactants needed to synthesize the given product. Given the product [F:1][C:2]1[CH:3]=[CH:4][C:5]([C:8]2[CH:12]=[C:11]([C:13]3[S:14][CH:15]=[CH:16][CH:17]=3)[NH:10][C:9]=2[C:18]([NH:22][CH2:23][C:24]2[N:25]=[CH:26][C:27]([C:30]([O:32][CH3:33])=[O:31])=[N:28][CH:29]=2)=[O:20])=[CH:6][CH:7]=1, predict the reactants needed to synthesize it. The reactants are: [F:1][C:2]1[CH:7]=[CH:6][C:5]([C:8]2[CH:12]=[C:11]([C:13]3[S:14][CH:15]=[CH:16][CH:17]=3)[NH:10][C:9]=2[C:18]([OH:20])=O)=[CH:4][CH:3]=1.Cl.[NH2:22][CH2:23][C:24]1[N:25]=[CH:26][C:27]([C:30]([O:32][CH3:33])=[O:31])=[N:28][CH:29]=1.